From a dataset of Peptide-MHC class I binding affinity with 185,985 pairs from IEDB/IMGT. Regression. Given a peptide amino acid sequence and an MHC pseudo amino acid sequence, predict their binding affinity value. This is MHC class I binding data. (1) The peptide sequence is QSFEEVSAR. The MHC is HLA-B15:01 with pseudo-sequence HLA-B15:01. The binding affinity (normalized) is 0.0847. (2) The peptide sequence is SSRLKRLPPE. The MHC is HLA-B42:01 with pseudo-sequence HLA-B42:01. The binding affinity (normalized) is 0. (3) The peptide sequence is AYILAALTKL. The MHC is H-2-Kd with pseudo-sequence H-2-Kd. The binding affinity (normalized) is 0.608. (4) The peptide sequence is YIAVANCVR. The MHC is HLA-A31:01 with pseudo-sequence HLA-A31:01. The binding affinity (normalized) is 0.755.